Dataset: Reaction yield outcomes from USPTO patents with 853,638 reactions. Task: Predict the reaction yield, written as a fraction of the theoretical maximum amount of product (1.0 means a 100% yield; for example, 0.34 means a 34% yield). (1) The reactants are [CH3:1][O:2][C:3]1[CH:4]=[C:5]([CH:24]=[CH:25][CH:26]=1)[CH2:6][CH2:7][C:8]1[S:9][C:10]2[N:11]=[C:12]([NH2:23])[N:13]=[C:14]([N:17]3[CH2:22][CH2:21][NH:20][CH2:19][CH2:18]3)[C:15]=2[N:16]=1.[CH3:27][O:28][C:29]1[CH:39]=[CH:38][C:32]([O:33][CH2:34][C:35](O)=[O:36])=[CH:31][CH:30]=1. No catalyst specified. The product is [NH2:23][C:12]1[N:13]=[C:14]([N:17]2[CH2:22][CH2:21][N:20]([C:35](=[O:36])[CH2:34][O:33][C:32]3[CH:38]=[CH:39][C:29]([O:28][CH3:27])=[CH:30][CH:31]=3)[CH2:19][CH2:18]2)[C:15]2[N:16]=[C:8]([CH2:7][CH2:6][C:5]3[CH:24]=[CH:25][CH:26]=[C:3]([O:2][CH3:1])[CH:4]=3)[S:9][C:10]=2[N:11]=1. The yield is 0.660. (2) The reactants are [CH3:1][C:2]1[C:16](=[O:17])[N:15]=[C:14]2[N:4]([C@@H:5]3[O:9][C@H:8]([CH2:10][OH:11])[C@@H:7]([OH:12])[C@@H:6]3[O:13]2)[CH:3]=1.[CH3:18][O:19][CH2:20][CH2:21][O:22]B([O:22][CH2:21][CH2:20][O:19][CH3:18])[O:22][CH2:21][CH2:20][O:19][CH3:18]. The catalyst is COCCO. The product is [CH3:18][O:19][CH2:20][CH2:21][O:22][C@@H:6]1[C@H:7]([OH:12])[C@@H:8]([CH2:10][OH:11])[O:9][C@H:5]1[N:4]1[CH:3]=[C:2]([CH3:1])[C:16](=[O:17])[NH:15][C:14]1=[O:13]. The yield is 0.630. (3) The reactants are [O:1]=[C:2]1[NH:3][C:4]2[C:9](/[C:10]/1=[CH:11]/[C:12]1[NH:16][C:15]([CH3:17])=[C:14]([C:18]([OH:20])=O)[C:13]=1[CH3:21])=[CH:8][CH:7]=[CH:6][CH:5]=2.Cl.C(N=C=NCCCN(C)C)C.OC1C2N=NNC=2C=CC=1.C(N(CC)CC)C.[NH2:51][C:52]1[CH:57]=[CH:56][CH:55]=[CH:54][C:53]=1[NH:58][C:59](=[O:70])[C:60]1[CH:65]=[CH:64][C:63]([NH:66][CH2:67][CH2:68][NH2:69])=[N:62][CH:61]=1. The catalyst is [Cl-].[Na+].O.CN(C=O)C. The product is [NH2:51][C:52]1[CH:57]=[CH:56][CH:55]=[CH:54][C:53]=1[NH:58][C:59](=[O:70])[C:60]1[CH:65]=[CH:64][C:63]([NH:66][CH2:67][CH2:68][NH:69][C:18]([C:14]2[C:13]([CH3:21])=[C:12](/[CH:11]=[C:10]3\[C:2](=[O:1])[NH:3][C:4]4[C:9]\3=[CH:8][CH:7]=[CH:6][CH:5]=4)[NH:16][C:15]=2[CH3:17])=[O:20])=[N:62][CH:61]=1. The yield is 0.860. (4) The reactants are [Cl:1][C:2]1[N:7]=[C:6](Cl)[C:5]([C:9]([O:11][CH3:12])=[O:10])=[C:4]([CH3:13])[N:3]=1.[NH2:14][C:15]1[CH:20]=[CH:19][CH:18]=[C:17]([CH3:21])[CH:16]=1.C(N(C(C)C)C(C)C)C. The catalyst is CC#N.CCOC(C)=O. The product is [Cl:1][C:2]1[N:3]=[C:4]([CH3:13])[C:5]([C:9]([O:11][CH3:12])=[O:10])=[C:6]([NH:14][C:15]2[CH:16]=[C:17]([CH3:21])[CH:18]=[CH:19][CH:20]=2)[N:7]=1. The yield is 0.970. (5) The reactants are C[O:2][C:3](=[O:40])[CH2:4][CH2:5][C:6]12[N:34]=[C:24]([C:25]([CH3:33])=[C:26]1[CH2:27][CH2:28][C:29]([O:31]C)=[O:30])[CH:23]=[C:22]1[NH:35][C:19]([CH:20]=[CH:21]1)=[CH:18][C:17]1=[N:36][C:14]([CH:15]=[CH:16]1)=[CH:13][C:11]1([CH3:37])[NH:12][C:8]([C:9]([CH3:38])=[CH:10]1)=[C:7]2[CH3:39].[CH3:41][C:42]1[C:64]2[NH:65][C:44](=[CH:45][C:46]3[NH:50][C:49]([CH:51]=[C:52]4[N:56]=[C:55]([CH:57]=[C:58]5[N:62]=[C:61]([CH:63]=2)[C:60]([CH3:66])=[C:59]5[CH2:67][CH2:68][C:69]([O:71]C)=[O:70])[C:54]([CH2:73][CH2:74][C:75]([O:77]C)=[O:76])=[C:53]4[CH3:79])=[CH:48][C:47]=3[CH3:80])[CH:43]=1.[OH-].[K+]. The catalyst is O.CO. The product is [CH3:37][C:11]12[CH:13]=[C:14]3[N:36]=[C:17]([CH:16]=[CH:15]3)[CH:18]=[C:19]3[NH:35][C:22]([CH:21]=[CH:20]3)=[CH:23][C:24]3=[N:34][C:6]([CH2:5][CH2:4][C:3]([OH:40])=[O:2])([C:26]([CH2:27][CH2:28][C:29]([OH:31])=[O:30])=[C:25]3[CH3:33])[C:7]([CH3:39])=[C:8]([NH:12]1)[C:9]([CH3:38])=[CH:10]2.[CH3:41][C:42]1[C:64]2[NH:65][C:44](=[CH:45][C:46]3[NH:50][C:49]([CH:51]=[C:52]4[N:56]=[C:55]([CH:57]=[C:58]5[N:62]=[C:61]([CH:63]=2)[C:60]([CH3:66])=[C:59]5[CH2:67][CH2:68][C:69]([OH:71])=[O:70])[C:54]([CH2:73][CH2:74][C:75]([OH:77])=[O:76])=[C:53]4[CH3:79])=[CH:48][C:47]=3[CH3:80])[CH:43]=1. The yield is 0.387.